This data is from Reaction yield outcomes from USPTO patents with 853,638 reactions. The task is: Predict the reaction yield, written as a fraction of the theoretical maximum amount of product (1.0 means a 100% yield; for example, 0.34 means a 34% yield). The reactants are C([O:5][C:6]([N:8]1[CH2:13][CH:12]=[C:11]([C:14]2[CH:19]=[CH:18][C:17]([N+:20]([O-])=O)=[CH:16][CH:15]=2)[CH2:10][CH2:9]1)=O)(C)(C)C.[CH3:23]CN(CC)CC.C(OC(=O)C)(=O)C. The catalyst is C(Cl)Cl.C(O)(C(F)(F)F)=O. The product is [NH2:20][C:17]1[CH:18]=[CH:19][C:14]([CH:11]2[CH2:12][CH2:13][N:8]([C:6](=[O:5])[CH3:23])[CH2:9][CH2:10]2)=[CH:15][CH:16]=1. The yield is 0.650.